This data is from Full USPTO retrosynthesis dataset with 1.9M reactions from patents (1976-2016). The task is: Predict the reactants needed to synthesize the given product. (1) Given the product [NH2:36][C:15]1[N:16]=[C:17]([N:19]2[CH:28]([CH3:29])[CH2:27][C:26]3[C:21](=[CH:22][C:23]([CH:30]4[CH2:31][CH2:32][N:33]([C:38]([NH:37][CH2:40][CH3:41])=[O:39])[CH2:34][CH2:35]4)=[CH:24][CH:25]=3)[CH2:20]2)[CH:18]=[C:13]([N:10]2[CH2:11][CH2:12][N:7]([CH3:6])[CH2:8][CH2:9]2)[N:14]=1, predict the reactants needed to synthesize it. The reactants are: Cl.Cl.Cl.Cl.Cl.[CH3:6][N:7]1[CH2:12][CH2:11][N:10]([C:13]2[CH:18]=[C:17]([N:19]3[CH:28]([CH3:29])[CH2:27][C:26]4[C:21](=[CH:22][C:23]([CH:30]5[CH2:35][CH2:34][NH:33][CH2:32][CH2:31]5)=[CH:24][CH:25]=4)[CH2:20]3)[N:16]=[C:15]([NH2:36])[N:14]=2)[CH2:9][CH2:8]1.[N:37]([CH2:40][CH3:41])=[C:38]=[O:39]. (2) Given the product [Br:8][C:9]1[C:14]([C:15]2[C:26]([CH3:27])=[N:25][C:18]3[N:19]=[C:20]([S:23][CH3:24])[N:21]=[CH:22][C:17]=3[CH:16]=2)=[CH:13][C:12]([NH:28][C:29]([NH:5][CH2:4][CH2:3][C:2]([CH3:7])([CH3:6])[CH3:1])=[O:30])=[C:11]([F:35])[CH:10]=1, predict the reactants needed to synthesize it. The reactants are: [CH3:1][C:2]([CH3:7])([CH3:6])[CH2:3][CH2:4][NH2:5].[Br:8][C:9]1[C:14]([C:15]2[C:26]([CH3:27])=[N:25][C:18]3[N:19]=[C:20]([S:23][CH3:24])[N:21]=[CH:22][C:17]=3[CH:16]=2)=[CH:13][C:12]([NH:28][C:29](=O)[O:30]C(C)=C)=[C:11]([F:35])[CH:10]=1.CN1CCCC1. (3) Given the product [C:1]([NH:5][CH2:6][CH:7]([OH:43])[CH2:8][O:9][C:10]1[CH:19]=[C:18]2[C:13]([C:14](=[O:42])[CH:15]=[C:16]([C:20]3[CH:21]=[C:22]([OH:34])[CH:23]=[C:24]([OH:26])[CH:25]=3)[O:17]2)=[CH:12][CH:11]=1)([CH3:4])([CH3:2])[CH3:3], predict the reactants needed to synthesize it. The reactants are: [C:1]([NH:5][CH2:6][CH:7]([OH:43])[CH2:8][O:9][C:10]1[CH:19]=[C:18]2[C:13]([C:14](=[O:42])[CH:15]=[C:16]([C:20]3[CH:25]=[C:24]([O:26]CC4C=CC=CC=4)[CH:23]=[C:22]([O:34]CC4C=CC=CC=4)[CH:21]=3)[O:17]2)=[CH:12][CH:11]=1)([CH3:4])([CH3:3])[CH3:2].[H][H]. (4) Given the product [CH3:12][N:10]1[CH:11]=[C:7]([C:1]2[CH:2]=[CH:3][CH:4]=[CH:5][CH:6]=2)[N:8]=[CH:9]1, predict the reactants needed to synthesize it. The reactants are: [C:1]1([C:7]2[N:8]=[CH:9][NH:10][CH:11]=2)[CH:6]=[CH:5][CH:4]=[CH:3][CH:2]=1.[C:12](=O)([O-])[O-].[Cs+].[Cs+].IC. (5) Given the product [ClH:1].[ClH:1].[CH:7]1([C:10]2[CH:11]=[N:12][C:13]3[C:18]([C:19]=2[CH2:20][N:21]2[C:27](=[O:28])[C@@H:26]([NH:29][C:30](=[O:42])[C@@H:31]([NH:33][CH3:34])[CH3:32])[CH2:25][CH2:24][C:23]4[CH:43]=[CH:44][CH:45]=[CH:46][C:22]2=4)=[CH:17][CH:16]=[CH:15][CH:14]=3)[CH2:8][CH2:9]1, predict the reactants needed to synthesize it. The reactants are: [ClH:1].CCOCC.[CH:7]1([C:10]2[CH:11]=[N:12][C:13]3[C:18]([C:19]=2[CH2:20][N:21]2[C:27](=[O:28])[C@@H:26]([NH:29][C:30](=[O:42])[C@@H:31]([N:33](C)[C:34](=O)OC(C)(C)C)[CH3:32])[CH2:25][CH2:24][C:23]4[CH:43]=[CH:44][CH:45]=[CH:46][C:22]2=4)=[CH:17][CH:16]=[CH:15][CH:14]=3)[CH2:9][CH2:8]1. (6) The reactants are: [CH:1]([Mg]Cl)([CH3:3])[CH3:2].[C:6]([O:10][C:11](=[O:21])[NH:12][CH:13]1[CH2:18][CH2:17][CH:16]([CH:19]=[O:20])[CH2:15][CH2:14]1)([CH3:9])([CH3:8])[CH3:7]. Given the product [C:6]([O:10][C:11](=[O:21])[NH:12][C@H:13]1[CH2:14][CH2:15][C@H:16]([CH:19]([C:11]2[O:10][C:1]3[CH:3]=[CH:8][CH:6]=[CH:7][C:2]=3[N:12]=2)[OH:20])[CH2:17][CH2:18]1)([CH3:9])([CH3:7])[CH3:8], predict the reactants needed to synthesize it.